From a dataset of Reaction yield outcomes from USPTO patents with 853,638 reactions. Predict the reaction yield, written as a fraction of the theoretical maximum amount of product (1.0 means a 100% yield; for example, 0.34 means a 34% yield). (1) The reactants are [F:1][C:2]1[CH:3]=[C:4]([C:9]([NH:31][S@@:32]([C:34]([CH3:37])([CH3:36])[CH3:35])=[O:33])([C:17]2[CH:22]=[C:21]([O:23][C:24]([F:29])([F:28])[CH:25]([F:27])[F:26])[CH:20]=[C:19]([F:30])[CH:18]=2)[CH2:10][C:11]2[CH:16]=[CH:15][CH:14]=[CH:13][CH:12]=2)[CH:5]=[CH:6][C:7]=1[OH:8].C([O-])([O-])=O.[K+].[K+].I[CH:45]([CH3:47])[CH3:46]. The catalyst is CN(C=O)C.CCOCC. The product is [F:1][C:2]1[CH:3]=[C:4]([C:9]([NH:31][S@@:32]([C:34]([CH3:37])([CH3:36])[CH3:35])=[O:33])([C:17]2[CH:22]=[C:21]([O:23][C:24]([F:28])([F:29])[CH:25]([F:26])[F:27])[CH:20]=[C:19]([F:30])[CH:18]=2)[CH2:10][C:11]2[CH:12]=[CH:13][CH:14]=[CH:15][CH:16]=2)[CH:5]=[CH:6][C:7]=1[O:8][CH:45]([CH3:47])[CH3:46]. The yield is 1.00. (2) The reactants are [CH3:1][N:2](C)/[CH:3]=[CH:4]/[C:5]([C:7]1[S:8][CH:9]=[CH:10][C:11]=1[NH:12][C:13](=[O:25])[CH2:14][C:15]1[C:24]2[C:19](=[CH:20][CH:21]=[CH:22][CH:23]=2)[CH:18]=[CH:17][CH:16]=1)=O.C[NH:28]N.C(O)(=O)C. The catalyst is C(O)C. The product is [CH3:1][N:2]1[CH:3]=[CH:4][C:5]([C:7]2[S:8][CH:9]=[CH:10][C:11]=2[NH:12][C:13](=[O:25])[CH2:14][C:15]2[C:24]3[C:19](=[CH:20][CH:21]=[CH:22][CH:23]=3)[CH:18]=[CH:17][CH:16]=2)=[N:28]1. The yield is 0.200. (3) The reactants are C[O:2][C:3]([C:5]1[CH:13]=[C:12]2[C:8]([CH:9]=[N:10][N:11]2[CH:14]([CH3:16])[CH3:15])=[C:7]([C:17]2[CH:22]=[CH:21][C:20]([CH3:23])=[CH:19][N:18]=2)[CH:6]=1)=[O:4].[OH-].[Na+]. The catalyst is CO. The product is [CH:14]([N:11]1[C:12]2[C:8](=[C:7]([C:17]3[CH:22]=[CH:21][C:20]([CH3:23])=[CH:19][N:18]=3)[CH:6]=[C:5]([C:3]([OH:4])=[O:2])[CH:13]=2)[CH:9]=[N:10]1)([CH3:16])[CH3:15]. The yield is 1.00. (4) The reactants are [OH:1][C:2]([CH3:8])([CH3:7])[CH2:3][C:4]([OH:6])=O.[F:9][C:10]1[CH:15]=[CH:14][CH:13]=[CH:12][C:11]=1[N:16]1[C:24]2[C:19](=[C:20]([N:25]3[CH2:32][C@@H:31]4[C@@H:27]([NH:28][CH2:29][CH2:30]4)[C:26]3=[O:33])[CH:21]=[CH:22][CH:23]=2)[CH:18]=[N:17]1.C(N(CC)CC)C.F[P-](F)(F)(F)(F)F.CN(C(N1C2C(=NC=CC=2)[N+]([O-])=N1)=[N+](C)C)C. The catalyst is C(#N)C.C(OCC)(=O)C. The product is [F:9][C:10]1[CH:15]=[CH:14][CH:13]=[CH:12][C:11]=1[N:16]1[C:24]2[C:19](=[C:20]([N:25]3[CH2:32][C@@H:31]4[C@@H:27]([N:28]([C:4](=[O:6])[CH2:3][C:2]([OH:1])([CH3:8])[CH3:7])[CH2:29][CH2:30]4)[C:26]3=[O:33])[CH:21]=[CH:22][CH:23]=2)[CH:18]=[N:17]1. The yield is 0.900. (5) The reactants are [N:1]1[CH:6]=[CH:5][CH:4]=[CH:3][C:2]=1[S:7]([CH:10]([NH:22][CH2:23][C:24]1[CH:29]=[CH:28][C:27]([C:30]2[S:31][CH:32]=[CH:33][N:34]=2)=[CH:26][CH:25]=1)[C:11]1[N:16]=[C:15]([NH:17][CH2:18][C:19]([OH:21])=O)[CH:14]=[CH:13][CH:12]=1)(=[O:9])=[O:8].[CH3:35][NH:36][CH3:37].O1CCCC1.F[P-](F)(F)(F)(F)F.N1C2C=CC=C(OC(N(C)C)=[N+](C)C)C=2N=N1.ON1C2C=CC=CC=2N=N1.C(=O)([O-])O.[Na+]. The catalyst is CN(C)C=O. The product is [CH3:35][N:36]([CH3:37])[C:19](=[O:21])[CH2:18][NH:17][C:15]1[CH:14]=[CH:13][CH:12]=[C:11]([CH:10]([S:7]([C:2]2[CH:3]=[CH:4][CH:5]=[CH:6][N:1]=2)(=[O:9])=[O:8])[NH:22][CH2:23][C:24]2[CH:25]=[CH:26][C:27]([C:30]3[S:31][CH:32]=[CH:33][N:34]=3)=[CH:28][CH:29]=2)[N:16]=1. The yield is 0.610. (6) The yield is 0.100. The catalyst is C(Cl)Cl.[Zn]. The reactants are [C:1]1([C:7]2[O:8][C:9]([C:42]([F:45])([F:44])[F:43])=[C:10]([CH2:12][O:13][C:14](=[O:41])[C:15]3[CH:20]=[CH:19][C:18]([CH2:21][CH:22]([S:31][CH2:32][CH2:33][C:34]4[CH:39]=[CH:38][C:37]([F:40])=[CH:36][CH:35]=4)[C:23]([O:25]CC(Cl)(Cl)Cl)=[O:24])=[CH:17][CH:16]=3)[N:11]=2)[CH:6]=[CH:5][CH:4]=[CH:3][CH:2]=1.C(O)(=O)C. The product is [C:1]1([C:7]2[O:8][C:9]([C:42]([F:43])([F:45])[F:44])=[C:10]([CH2:12][O:13][C:14](=[O:41])[C:15]3[CH:16]=[CH:17][C:18]([CH2:21][CH:22]([C:23]([OH:25])=[O:24])[S:31][CH2:32][CH2:33][C:34]4[CH:35]=[CH:36][C:37]([F:40])=[CH:38][CH:39]=4)=[CH:19][CH:20]=3)[N:11]=2)[CH:2]=[CH:3][CH:4]=[CH:5][CH:6]=1.